From a dataset of Reaction yield outcomes from USPTO patents with 853,638 reactions. Predict the reaction yield, written as a fraction of the theoretical maximum amount of product (1.0 means a 100% yield; for example, 0.34 means a 34% yield). (1) The reactants are [NH2:1][C:2]1[CH:15]=[CH:14][C:13]([Br:16])=[CH:12][C:3]=1[C:4]([C:6]1[CH:11]=[CH:10][CH:9]=[CH:8][CH:7]=1)=[O:5].C(=O)([O-])[O-].[Na+].[Na+].[F:23][C:24]([F:35])([F:34])[C:25](O[C:25](=[O:26])[C:24]([F:35])([F:34])[F:23])=[O:26]. The catalyst is CCOCC. The product is [C:4]([C:3]1[CH:12]=[C:13]([Br:16])[CH:14]=[CH:15][C:2]=1[NH:1][C:25](=[O:26])[C:24]([F:35])([F:34])[F:23])(=[O:5])[C:6]1[CH:7]=[CH:8][CH:9]=[CH:10][CH:11]=1. The yield is 1.00. (2) The reactants are [ClH:1].[CH3:2][N:3]([CH3:29])[CH:4]1[CH2:9][CH2:8][N:7]([C:10](=[O:28])[CH2:11][CH2:12][C:13]2[N:14]([CH2:18][C:19]([O:21][CH2:22][C:23]([N:25]([CH3:27])[CH3:26])=[O:24])=[O:20])[CH:15]=[CH:16][N:17]=2)[CH2:6][CH2:5]1. The catalyst is C(OCC)C. The product is [ClH:1].[CH3:29][N:3]([CH3:2])[CH:4]1[CH2:5][CH2:6][N:7]([C:10](=[O:28])[CH2:11][CH2:12][C:13]2[N:14]([CH2:18][C:19]([O:21][CH2:22][C:23]([N:25]([CH3:27])[CH3:26])=[O:24])=[O:20])[CH:15]=[CH:16][N:17]=2)[CH2:8][CH2:9]1. The yield is 0.380. (3) The reactants are [CH3:1][O:2][C:3]1[CH:9]=[CH:8][C:7]([N+:10]([O-:12])=[O:11])=[CH:6][C:4]=1[NH2:5].C(N(CC)CC)C.[C:20](Cl)(=[O:23])[CH2:21][CH3:22]. The catalyst is ClCCl. The product is [CH3:1][O:2][C:3]1[CH:9]=[CH:8][C:7]([N+:10]([O-:12])=[O:11])=[CH:6][C:4]=1[NH:5][C:20](=[O:23])[CH2:21][CH3:22]. The yield is 0.980. (4) The reactants are [C:1]([C:5]1[N:10]=[C:9]([N:11]2[CH2:16][CH2:15][N:14]([CH2:17][CH2:18][CH2:19][CH2:20][NH2:21])[CH2:13][CH2:12]2)[CH:8]=[C:7]([C:22]([F:25])([F:24])[F:23])[N:6]=1)([CH3:4])([CH3:3])[CH3:2].C1N=CN([C:31](N2C=NC=C2)=[O:32])C=1.[CH:38]([N:41]1[CH2:46][CH2:45][NH:44][CH2:43][CH2:42]1)([CH3:40])[CH3:39]. The catalyst is C(Cl)(Cl)Cl.CO. The yield is 0.320. The product is [C:1]([C:5]1[N:10]=[C:9]([N:11]2[CH2:16][CH2:15][N:14]([CH2:17][CH2:18][CH2:19][CH2:20][NH:21][C:31]([N:44]3[CH2:45][CH2:46][N:41]([CH:38]([CH3:40])[CH3:39])[CH2:42][CH2:43]3)=[O:32])[CH2:13][CH2:12]2)[CH:8]=[C:7]([C:22]([F:24])([F:25])[F:23])[N:6]=1)([CH3:4])([CH3:2])[CH3:3]. (5) The reactants are [Br:1]N1C(=O)CCC1=O.O.[C:10]1([N:16]([C:23]2[CH:28]=[CH:27][CH:26]=[CH:25][CH:24]=2)[C:17]2[CH:22]=[CH:21][CH:20]=[CH:19][CH:18]=2)[CH:15]=[CH:14][CH:13]=[CH:12][CH:11]=1. No catalyst specified. The product is [C:23]1([N:16]([C:10]2[CH:11]=[CH:12][CH:13]=[CH:14][CH:15]=2)[C:17]2[CH:22]=[CH:21][C:20]([Br:1])=[CH:19][CH:18]=2)[CH:24]=[CH:25][CH:26]=[CH:27][CH:28]=1. The yield is 0.600. (6) The reactants are [OH:1][C:2]1[C:3]([C:16]([NH:18][CH2:19][C:20]2[CH:25]=[CH:24][N:23]=[CH:22][CH:21]=2)=[O:17])=[CH:4][N:5]([CH2:9][C:10]2[CH:15]=[CH:14][CH:13]=[CH:12][CH:11]=2)[C:6](=[O:8])[CH:7]=1.OC1C([C:41]([OH:43])=[O:42])=CN(CC2C=CC=CC=2)C(=O)C=1.C(Cl)CCl.C1C=CC2N(O)N=NC=2C=1.N1C=CC(CN)=CC=1.[CH3:66][N:67](C)[CH:68]=[O:69]. The catalyst is C(Cl)Cl. The product is [OH:1][C:2]1[C:3]([C:16]([NH:18][CH2:19][C:20]2[CH:25]=[CH:24][N:23]=[CH:22][CH:21]=2)=[O:17])=[CH:4][N:5]([CH2:9][C:10]2[CH:11]=[CH:12][CH:13]=[CH:14][CH:15]=2)[C:6](=[O:8])[C:7]=1[C:68]([NH:67][CH2:66][C:41]([OH:43])=[O:42])=[O:69]. The yield is 0.230. (7) The reactants are [CH2:1]([O:8][C:9]1[CH:14]=[CH:13][CH:12]=[CH:11][C:10]=1[OH:15])[C:2]1[CH:7]=[CH:6][CH:5]=[CH:4][CH:3]=1.[CH3:16][S:17](Cl)(=[O:19])=[O:18]. The catalyst is C(Cl)Cl. The product is [CH3:16][S:17]([O:15][C:10]1[CH:11]=[CH:12][CH:13]=[CH:14][C:9]=1[O:8][CH2:1][C:2]1[CH:3]=[CH:4][CH:5]=[CH:6][CH:7]=1)(=[O:19])=[O:18]. The yield is 0.969.